Dataset: Catalyst prediction with 721,799 reactions and 888 catalyst types from USPTO. Task: Predict which catalyst facilitates the given reaction. (1) Reactant: [C:1]([O:5][C:6]([N:8]1[CH2:13][CH2:12][CH:11]([C:14]2[O:15][C:16]([C:19]3[C:20]([NH2:26])=[N:21][CH:22]=[C:23](Br)[CH:24]=3)=[N:17][N:18]=2)[CH2:10][CH2:9]1)=[O:7])([CH3:4])([CH3:3])[CH3:2].C([O-])([O-])=O.[K+].[K+].[CH3:33][O:34][C:35]1[CH:36]=[C:37](B(O)O)[CH:38]=[CH:39][CH:40]=1. Product: [C:1]([O:5][C:6]([N:8]1[CH2:13][CH2:12][CH:11]([C:14]2[O:15][C:16]([C:19]3[C:20]([NH2:26])=[N:21][CH:22]=[C:23]([C:39]4[CH:38]=[CH:37][CH:36]=[C:35]([O:34][CH3:33])[CH:40]=4)[CH:24]=3)=[N:17][N:18]=2)[CH2:10][CH2:9]1)=[O:7])([CH3:4])([CH3:3])[CH3:2]. The catalyst class is: 70. (2) Reactant: [CH2:1]([C@@H:8]1[CH2:12][O:11][C:10](=[O:13])[N:9]1[C:14](=[O:24])/[CH:15]=[CH:16]/[C:17]1[CH:22]=[CH:21][C:20]([F:23])=[CH:19][N:18]=1)[C:2]1[CH:7]=[CH:6][CH:5]=[CH:4][CH:3]=1.CO[CH2:27][N:28]([CH2:34][C:35]1[CH:40]=[CH:39][CH:38]=[CH:37][CH:36]=1)[CH2:29][Si](C)(C)C.FC(F)(F)C(O)=O. Product: [CH2:1]([C@@H:8]1[CH2:12][O:11][C:10](=[O:13])[N:9]1[C:14]([C@H:15]1[C@H:16]([C:17]2[CH:22]=[CH:21][C:20]([F:23])=[CH:19][N:18]=2)[CH2:29][N:28]([CH2:34][C:35]2[CH:40]=[CH:39][CH:38]=[CH:37][CH:36]=2)[CH2:27]1)=[O:24])[C:2]1[CH:7]=[CH:6][CH:5]=[CH:4][CH:3]=1.[CH2:1]([C@@H:8]1[CH2:12][O:11][C:10](=[O:13])[N:9]1[C:14]([C@@H:15]1[C@@H:16]([C:17]2[CH:22]=[CH:21][C:20]([F:23])=[CH:19][N:18]=2)[CH2:29][N:28]([CH2:34][C:35]2[CH:40]=[CH:39][CH:38]=[CH:37][CH:36]=2)[CH2:27]1)=[O:24])[C:2]1[CH:7]=[CH:6][CH:5]=[CH:4][CH:3]=1. The catalyst class is: 46. (3) Reactant: [O:1]1[C:5]2[CH:6]=[CH:7][CH:8]=[CH:9][C:4]=2[C:3]([C:10]2[CH:11]=[N:12][NH:13][C:14]=2[NH2:15])=[N:2]1.[Cl:16][C:17]1[CH:18]=[C:19]([C:24](=O)[CH2:25][C:26](OCC)=[O:27])[CH:20]=[CH:21][C:22]=1[Cl:23].CC1C=CC(S(O)(=O)=O)=CC=1. Product: [O:1]1[C:5]2[CH:6]=[CH:7][CH:8]=[CH:9][C:4]=2[C:3]([C:10]2[CH:11]=[N:12][N:13]3[C:26](=[O:27])[CH:25]=[C:24]([C:19]4[CH:20]=[CH:21][C:22]([Cl:23])=[C:17]([Cl:16])[CH:18]=4)[NH:15][C:14]=23)=[N:2]1. The catalyst class is: 114. (4) Reactant: CCOC(/N=N/C(OCC)=O)=O.[C:13]([O:17][C:18](=[O:24])[N:19]([CH2:21][CH2:22][OH:23])[CH3:20])([CH3:16])([CH3:15])[CH3:14].O[N:26]1[C:30](=[O:31])[C:29]2=[CH:32][CH:33]=[CH:34][CH:35]=[C:28]2[C:27]1=[O:36].C1(P(C2C=CC=CC=2)C2C=CC=CC=2)C=CC=CC=1. Product: [C:13]([O:17][C:18](=[O:24])[N:19]([CH2:21][CH2:22][O:23][N:26]1[C:30](=[O:31])[C:29]2[C:28](=[CH:35][CH:34]=[CH:33][CH:32]=2)[C:27]1=[O:36])[CH3:20])([CH3:16])([CH3:14])[CH3:15]. The catalyst class is: 7.